Dataset: Catalyst prediction with 721,799 reactions and 888 catalyst types from USPTO. Task: Predict which catalyst facilitates the given reaction. (1) Reactant: C[O:2][C:3]1[CH:8]=[CH:7][N:6]2[C:9]([C:13]([NH:15][CH3:16])=[O:14])=[C:10]([CH3:12])[N:11]=[C:5]2[CH:4]=1.[Na].Cl.CO. Product: [OH:2][C:3]1[CH:8]=[CH:7][N:6]2[C:9]([C:13]([NH:15][CH3:16])=[O:14])=[C:10]([CH3:12])[N:11]=[C:5]2[CH:4]=1. The catalyst class is: 3. (2) Reactant: [CH2:1]([NH:3][C:4](=[O:42])[NH:5][C:6]1[N:11]=[CH:10][C:9]([C:12]2[N:17]=[C:16]([C:18]([NH:20][NH:21]C(OC(C)(C)C)=O)=[O:19])[CH:15]=[N:14][CH:13]=2)=[C:8]([C:29]2[S:30][CH:31]=[C:32]([C:34]3[CH:39]=[CH:38][CH:37]=[C:36]([O:40][CH3:41])[N:35]=3)[N:33]=2)[CH:7]=1)[CH3:2].C(Cl)(=O)C. Product: [CH2:1]([NH:3][C:4]([NH:5][C:6]1[CH:7]=[C:8]([C:29]2[S:30][CH:31]=[C:32]([C:34]3[CH:39]=[CH:38][CH:37]=[C:36]([O:40][CH3:41])[N:35]=3)[N:33]=2)[C:9]([C:12]2[CH:13]=[N:14][CH:15]=[C:16]([C:18]([NH:20][NH2:21])=[O:19])[N:17]=2)=[CH:10][N:11]=1)=[O:42])[CH3:2]. The catalyst class is: 5.